From a dataset of Reaction yield outcomes from USPTO patents with 853,638 reactions. Predict the reaction yield, written as a fraction of the theoretical maximum amount of product (1.0 means a 100% yield; for example, 0.34 means a 34% yield). (1) The reactants are [CH3:1][O:2][C:3](=[O:17])[CH2:4][C:5]1[CH:10]=[CH:9][CH:8]=[C:7]([O:11][CH2:12][CH2:13][C@@H:14]([OH:16])[CH3:15])[CH:6]=1.C(N(CC)CC)C.[C:25]1([CH3:35])[CH:30]=[CH:29][C:28]([S:31](Cl)(=[O:33])=[O:32])=[CH:27][CH:26]=1.O. The catalyst is ClCCl.CCCCCC. The product is [CH3:1][O:2][C:3](=[O:17])[CH2:4][C:5]1[CH:10]=[CH:9][CH:8]=[C:7]([O:11][CH2:12][CH2:13][C@@H:14]([O:16][S:31]([C:28]2[CH:29]=[CH:30][C:25]([CH3:35])=[CH:26][CH:27]=2)(=[O:33])=[O:32])[CH3:15])[CH:6]=1. The yield is 0.630. (2) The reactants are [CH2:1]([N:3]1[CH:7]=[C:6](B2OC(C)(C)C(C)(C)O2)[C:5]([C:17]2[CH:22]=[CH:21][C:20]([N+:23]([O-:25])=[O:24])=[CH:19][CH:18]=2)=[N:4]1)[CH3:2].Br[C:27]1[CH:32]=[CH:31][N:30]=[C:29]2[NH:33][CH:34]=[CH:35][C:28]=12.C(=O)([O-])[O-].[K+].[K+]. The catalyst is C1C=CC([P]([Pd]([P](C2C=CC=CC=2)(C2C=CC=CC=2)C2C=CC=CC=2)([P](C2C=CC=CC=2)(C2C=CC=CC=2)C2C=CC=CC=2)[P](C2C=CC=CC=2)(C2C=CC=CC=2)C2C=CC=CC=2)(C2C=CC=CC=2)C2C=CC=CC=2)=CC=1.O1CCOCC1. The product is [CH2:1]([N:3]1[CH:7]=[C:6]([C:27]2[CH:32]=[CH:31][N:30]=[C:29]3[NH:33][CH:34]=[CH:35][C:28]=23)[C:5]([C:17]2[CH:18]=[CH:19][C:20]([N+:23]([O-:25])=[O:24])=[CH:21][CH:22]=2)=[N:4]1)[CH3:2]. The yield is 0.800. (3) The reactants are [N+:1]([C:4]1[CH:5]=[C:6](O)[CH:7]=[CH:8][CH:9]=1)([O-:3])=[O:2].ClC[C:13]1[O:17][C:16]([C:18]([O:20][CH3:21])=[O:19])=[CH:15][CH:14]=1.[C:22]([O-])([O-])=[O:23].[K+].[K+]. The catalyst is CC(C)=O.O. The product is [N+:1]([C:4]1[CH:5]=[CH:6][C:7]([O:23][CH2:22][C:14]2[CH:15]=[C:16]([C:18]([O:20][CH3:21])=[O:19])[O:17][CH:13]=2)=[CH:8][CH:9]=1)([O-:3])=[O:2]. The yield is 0.900. (4) The product is [CH2:1]([O:3][C:4](=[O:17])[CH2:5][C:6]1[C:10]2[CH:11]=[C:12]([C:18]#[N:19])[CH:13]=[CH:14][C:9]=2[O:8][C:7]=1[CH3:16])[CH3:2]. The catalyst is CN(C=O)C.O. The reactants are [CH2:1]([O:3][C:4](=[O:17])[CH2:5][C:6]1[C:10]2[CH:11]=[C:12](Br)[CH:13]=[CH:14][C:9]=2[O:8][C:7]=1[CH3:16])[CH3:2].[C:18]([Cu])#[N:19].[C-]#N.[Na+]. The yield is 0.770. (5) The reactants are [CH3:1][O:2][C:3]1[CH:17]=[CH:16][C:6]([O:7][CH:8]([CH2:12][CH2:13][CH2:14][CH3:15])[C:9]([OH:11])=O)=[CH:5][CH:4]=1.[NH2:18][C:19]1[CH:24]=[CH:23][CH:22]=[CH:21][N:20]=1. The catalyst is C1COCC1. The product is [CH3:1][O:2][C:3]1[CH:4]=[CH:5][C:6]([O:7][CH:8]([CH2:12][CH2:13][CH2:14][CH3:15])[C:9]([NH:18][C:19]2[CH:24]=[CH:23][CH:22]=[CH:21][N:20]=2)=[O:11])=[CH:16][CH:17]=1. The yield is 0.750. (6) The reactants are [CH3:1][C:2]1[C:3]([CH:8]2[CH2:13][CH2:12][CH2:11][CH:10]([C:14]3[C:19]([CH3:20])=[CH:18][CH:17]=[CH:16][N:15]=3)[NH:9]2)=[N:4][CH:5]=[CH:6][CH:7]=1.[CH3:21][O:22][C:23](=[O:35])[C:24]1[CH:29]=[CH:28][C:27]([CH2:30]Br)=[C:26]([N+:32]([O-:34])=[O:33])[CH:25]=1.CCN(C(C)C)C(C)C. The catalyst is CN(C=O)C. The product is [CH3:21][O:22][C:23](=[O:35])[C:24]1[CH:29]=[CH:28][C:27]([CH2:30][N:9]2[CH:8]([C:3]3[C:2]([CH3:1])=[CH:7][CH:6]=[CH:5][N:4]=3)[CH2:13][CH2:12][CH2:11][CH:10]2[C:14]2[C:19]([CH3:20])=[CH:18][CH:17]=[CH:16][N:15]=2)=[C:26]([N+:32]([O-:34])=[O:33])[CH:25]=1. The yield is 0.980. (7) The reactants are [CH2:1]([C:5]1[CH:12]=[C:11]([F:13])[CH:10]=[CH:9][C:6]=1[CH:7]=O)[CH2:2][CH:3]=[CH2:4].[CH:14]1([NH2:17])[CH2:16][CH2:15]1.[BH4-].[Na+]. The catalyst is CO. The product is [CH2:1]([C:5]1[CH:12]=[C:11]([F:13])[CH:10]=[CH:9][C:6]=1[CH2:7][NH:17][CH:14]1[CH2:16][CH2:15]1)[CH2:2][CH:3]=[CH2:4]. The yield is 0.325. (8) The reactants are [ClH:1].[CH3:2][N:3]([CH3:15])[CH2:4][CH2:5][CH2:6][C:7]1[CH:8]=[C:9]([NH2:14])[C:10]([CH3:13])=[N:11][CH:12]=1.C(#N)C.Cl.[Cl:20][C:21]([NH2:23])=[NH:22]. The catalyst is C(O)(=O)C. The yield is 0.850. The product is [ClH:20].[ClH:1].[ClH:20].[CH3:15][N:3]([CH3:2])[CH2:4][CH2:5][CH2:6][C:7]1[CH:8]=[C:9]([NH:14][C:21]([NH2:23])=[NH:22])[C:10]([CH3:13])=[N:11][CH:12]=1. (9) The reactants are [O:1]=[C:2]1[C:10]2[C:5](=[CH:6][CH:7]=[C:8]([S:11](Cl)(=[O:13])=[O:12])[CH:9]=2)[CH2:4][CH2:3]1.[NH2:15][C:16]1[CH:21]=[CH:20][C:19]([C:22]([OH:24])=[O:23])=[C:18]([F:25])[CH:17]=1.ClCCl. The catalyst is N1C=CC=CC=1. The product is [F:25][C:18]1[CH:17]=[C:16]([NH:15][S:11]([C:8]2[CH:9]=[C:10]3[C:5](=[CH:6][CH:7]=2)[CH2:4][CH2:3][C:2]3=[O:1])(=[O:13])=[O:12])[CH:21]=[CH:20][C:19]=1[C:22]([OH:24])=[O:23]. The yield is 0.540.